From a dataset of Forward reaction prediction with 1.9M reactions from USPTO patents (1976-2016). Predict the product of the given reaction. (1) Given the reactants [N:1]([C:4]([CH3:10])([CH3:9])[CH2:5][C:6](Cl)=[O:7])=[N+:2]=[N-:3].[CH2:11]([NH:13][CH2:14][CH3:15])[CH3:12].O, predict the reaction product. The product is: [N:1]([C:4]([CH3:10])([CH3:9])[CH2:5][C:6]([N:13]([CH2:14][CH3:15])[CH2:11][CH3:12])=[O:7])=[N+:2]=[N-:3]. (2) The product is: [CH3:9][O:10][CH2:11][CH2:12][C:13]([O:15][C:28]1[C:29]([O:45][C:8](=[O:20])[CH2:6][CH2:5][O:4][CH3:2])=[C:30]([C:40]([O:42][CH2:43][CH3:44])=[O:41])[N:31]([C:32]2[CH:37]=[CH:36][C:35]([O:38][CH3:39])=[CH:34][CH:33]=2)[C:27]=1[C:25](=[O:26])[N:24]([CH3:23])[CH3:47])=[O:14]. Given the reactants Cl[C:2]([O:4][CH2:5][CH:6]([CH3:8])C)=O.[CH3:9][O:10][CH2:11][CH2:12][C:13]([OH:15])=[O:14].CN1CC[O:20]CC1.[CH3:23][N:24]([CH3:47])[C:25]([C:27]1[N:31]([C:32]2[CH:37]=[CH:36][C:35]([O:38][CH3:39])=[CH:34][CH:33]=2)[C:30]([C:40]([O:42][CH2:43][CH3:44])=[O:41])=[C:29]([OH:45])[C:28]=1O)=[O:26], predict the reaction product.